This data is from Full USPTO retrosynthesis dataset with 1.9M reactions from patents (1976-2016). The task is: Predict the reactants needed to synthesize the given product. (1) Given the product [CH3:24][N:23]1[C:19]2[NH:18][C:16]3[CH2:11][CH2:12][C:13](=[O:14])[C:15]=3[CH:9]([C:7]3[CH:8]=[C:4]([N+:1]([O-:3])=[O:2])[S:5][CH:6]=3)[C:20]=2[C:21](=[O:25])[NH:22]1, predict the reactants needed to synthesize it. The reactants are: [N+:1]([C:4]1[S:5][CH:6]=[C:7]([CH:9]=O)[CH:8]=1)([O-:3])=[O:2].[CH2:11]1[C:16](=O)[CH2:15][C:13](=[O:14])[CH2:12]1.[NH2:18][C:19]1[N:23]([CH3:24])[NH:22][C:21](=[O:25])[CH:20]=1. (2) Given the product [Br:14][CH:10]([CH:5]1[CH2:9][CH2:8][CH2:7][CH2:6]1)[C:11]([O:13][CH2:22][CH3:23])=[O:12], predict the reactants needed to synthesize it. The reactants are: S(Cl)(Cl)=O.[CH:5]1([CH2:10][C:11]([OH:13])=[O:12])[CH2:9][CH2:8][CH2:7][CH2:6]1.[Br:14]N1C(=O)CCC1=O.[CH2:22](O)[CH3:23]. (3) Given the product [C:16]([C:14]1[CH:15]=[C:10]([NH:9][C:8]([NH:27][C:28]2[C:37]3[C:32](=[CH:33][CH:34]=[CH:35][CH:36]=3)[C:31]([O:38][C:39]3[CH:44]=[CH:43][N:42]=[C:41]([NH:45][C:46]4[CH:51]=[C:50]([O:52][CH2:53][CH2:54][O:55][CH2:56][CH2:57][O:58][CH2:59][CH2:60][O:61][CH3:62])[CH:49]=[C:48]([O:63][CH3:64])[CH:47]=4)[CH:40]=3)=[CH:30][CH:29]=2)=[O:26])[C:11]([O:24][CH3:25])=[C:12]([CH:13]=1)[C:20]([NH:21][CH3:22])=[O:23])([CH3:17])([CH3:18])[CH3:19], predict the reactants needed to synthesize it. The reactants are: C1(O[C:8](=[O:26])[NH:9][C:10]2[CH:15]=[C:14]([C:16]([CH3:19])([CH3:18])[CH3:17])[CH:13]=[C:12]([C:20](=[O:23])[NH:21][CH3:22])[C:11]=2[O:24][CH3:25])C=CC=CC=1.[NH2:27][C:28]1[C:37]2[C:32](=[CH:33][CH:34]=[CH:35][CH:36]=2)[C:31]([O:38][C:39]2[CH:44]=[CH:43][N:42]=[C:41]([NH:45][C:46]3[CH:51]=[C:50]([O:52][CH2:53][CH2:54][O:55][CH2:56][CH2:57][O:58][CH2:59][CH2:60][O:61][CH3:62])[CH:49]=[C:48]([O:63][CH3:64])[CH:47]=3)[CH:40]=2)=[CH:30][CH:29]=1.CCN(CC)CC. (4) Given the product [C:36]([O:35][C:31]1[CH:30]=[C:29]([C:11]2[CH:12]=[CH:13][C:8]([CH2:7][NH:6][C:4](=[O:5])[C:3]3[C:2]([Cl:1])=[CH:20][CH:19]=[CH:18][C:17]=3[Cl:21])=[CH:9][CH:10]=2)[CH:34]=[CH:33][N:32]=1)([CH3:39])([CH3:37])[CH3:38], predict the reactants needed to synthesize it. The reactants are: [Cl:1][C:2]1[CH:20]=[CH:19][CH:18]=[C:17]([Cl:21])[C:3]=1[C:4]([NH:6][CH2:7][C:8]1[CH:13]=[CH:12][C:11](B(O)O)=[CH:10][CH:9]=1)=[O:5].C(=O)([O-])[O-].[K+].[K+].Br[C:29]1[CH:34]=[CH:33][N:32]=[C:31]([O:35][C:36]([CH3:39])([CH3:38])[CH3:37])[CH:30]=1. (5) Given the product [CH2:1]([N:7]1[C:11](=[O:12])[N:10]([CH2:13][C:14]2[CH:15]=[CH:16][C:17]([CH3:20])=[CH:18][CH:19]=2)[N:9]=[C:8]1[CH2:21][O:22][C:36]([C:35]1[CH:34]=[CH:33][C:32]([S:31][C:29]([CH3:41])([CH3:30])[C:28]([OH:42])=[O:27])=[CH:40][CH:39]=1)=[O:37])[CH2:2][CH2:3][CH2:4][CH2:5][CH3:6], predict the reactants needed to synthesize it. The reactants are: [CH2:1]([N:7]1[C:11](=[O:12])[N:10]([CH2:13][C:14]2[CH:19]=[CH:18][C:17]([CH3:20])=[CH:16][CH:15]=2)[N:9]=[C:8]1[CH2:21][OH:22])[CH2:2][CH2:3][CH2:4][CH2:5][CH3:6].C([O:27][C:28](=[O:42])[C:29]([CH3:41])([S:31][C:32]1[CH:40]=[CH:39][C:35]([C:36](O)=[O:37])=[CH:34][CH:33]=1)[CH3:30])(C)(C)C.C(Cl)CCl. (6) Given the product [CH3:12][C:7]1[C:6]2[S:5][CH:4]=[CH:3][C:11]=2[CH:10]=[CH:9][CH:8]=1, predict the reactants needed to synthesize it. The reactants are: CO[CH:3](OC)[CH2:4][S:5][C:6]1[CH:11]=[CH:10][CH:9]=[CH:8][C:7]=1[CH3:12].O. (7) Given the product [F:1][C:2]1[CH:32]=[CH:31][C:30]([NH:33][C:34]([NH:36][C:37]2[CH:42]=[CH:41][CH:40]=[C:39]([C:43]([F:46])([F:45])[F:44])[CH:38]=2)=[O:35])=[CH:29][C:3]=1[C:4]([C:6]1[CH:15]=[C:14]2[C:9](=[CH:8][CH:7]=1)[N:10]=[CH:11][C:12]([N:16]1[CH2:21][CH2:20][NH:19][CH2:18][CH2:17]1)=[N:13]2)=[O:5], predict the reactants needed to synthesize it. The reactants are: [F:1][C:2]1[CH:32]=[CH:31][C:30]([NH:33][C:34]([NH:36][C:37]2[CH:42]=[CH:41][CH:40]=[C:39]([C:43]([F:46])([F:45])[F:44])[CH:38]=2)=[O:35])=[CH:29][C:3]=1[C:4]([C:6]1[CH:15]=[C:14]2[C:9]([N:10]=[CH:11][C:12]([N:16]3[CH2:21][CH2:20][N:19](C(OC(C)(C)C)=O)[CH2:18][CH2:17]3)=[N:13]2)=[CH:8][CH:7]=1)=[O:5].C(O)(C(F)(F)F)=O. (8) Given the product [NH2:1][C:2]1[O:6][N:5]=[C:4]([C:7]2[CH:12]=[CH:11][CH:10]=[C:9]([O:13][C:14]([F:15])([F:16])[F:17])[CH:8]=2)[C:3]=1[C:18]([N:44]1[CH2:43][CH2:42][N:41]([C:37]2[CH:38]=[CH:39][CH:40]=[C:35]([O:34][CH3:33])[CH:36]=2)[CH2:46][CH2:45]1)=[O:20], predict the reactants needed to synthesize it. The reactants are: [NH2:1][C:2]1[O:6][N:5]=[C:4]([C:7]2[CH:12]=[CH:11][CH:10]=[C:9]([O:13][C:14]([F:17])([F:16])[F:15])[CH:8]=2)[C:3]=1[C:18]([OH:20])=O.Cl.C(N=C=NCCCN(C)C)C.[CH3:33][O:34][C:35]1[CH:36]=[C:37]([N:41]2[CH2:46][CH2:45][NH:44][CH2:43][CH2:42]2)[CH:38]=[CH:39][CH:40]=1. (9) Given the product [C:30]([O:34][C:35]([N:37]1[CH2:41][C@@H:40]([F:42])[CH2:39][C@@H:38]1[C@H:43]([OH:44])[C@@H:26]([N+:27]([O-:29])=[O:28])[CH2:25][C:19]1[CH:24]=[CH:23][CH:22]=[CH:21][CH:20]=1)=[O:36])([CH3:33])([CH3:32])[CH3:31].[C:30]([O:34][C:35]([N:37]1[CH2:41][C@@H:40]([F:42])[CH2:39][C@@H:38]1[C@@H:43]([OH:44])[C@@H:26]([N+:27]([O-:29])=[O:28])[CH2:25][C:19]1[CH:24]=[CH:23][CH:22]=[CH:21][CH:20]=1)=[O:36])([CH3:33])([CH3:32])[CH3:31], predict the reactants needed to synthesize it. The reactants are: [F-].C([N+](CCCC)(CCCC)CCCC)CCC.[C:19]1([CH2:25][CH2:26][N+:27]([O-:29])=[O:28])[CH:24]=[CH:23][CH:22]=[CH:21][CH:20]=1.[C:30]([O:34][C:35]([N:37]1[CH2:41][C@@H:40]([F:42])[CH2:39][C@@H:38]1[CH:43]=[O:44])=[O:36])([CH3:33])([CH3:32])[CH3:31].